The task is: Predict the reactants needed to synthesize the given product.. This data is from Full USPTO retrosynthesis dataset with 1.9M reactions from patents (1976-2016). (1) Given the product [CH2:10]([N:7]1[CH2:8][CH2:9][CH:5]([CH2:4][C:3]([NH:22][OH:23])=[O:19])[C:6]1=[O:18])[C:11]1[CH:12]=[CH:17][CH:16]=[CH:15][CH:14]=1, predict the reactants needed to synthesize it. The reactants are: CO[C:3](=[O:19])[CH2:4][CH:5]1[CH2:9][CH2:8][N:7]([CH2:10][CH2:11][C:12]2[CH:17]=[CH:16][CH:15]=[CH:14]C=2)[C:6]1=[O:18].CO.[NH2:22][O:23][K].C(O)(=O)C. (2) Given the product [C:1]([C:3]1[CH:4]=[CH:5][C:6]([C:9]2[N:13]3[CH:14]=[C:15]([C:18]4[CH:26]=[CH:25][C:21]([C:22]([N:31]5[CH2:30][CH2:29][C:28]([NH:34][C:35](=[O:41])[O:36][C:37]([CH3:40])([CH3:39])[CH3:38])([CH3:27])[CH2:33][CH2:32]5)=[O:23])=[CH:20][CH:19]=4)[N:16]=[CH:17][C:12]3=[N:11][CH:10]=2)=[CH:7][CH:8]=1)#[N:2], predict the reactants needed to synthesize it. The reactants are: [C:1]([C:3]1[CH:8]=[CH:7][C:6]([C:9]2[N:13]3[CH:14]=[C:15]([C:18]4[CH:26]=[CH:25][C:21]([C:22](O)=[O:23])=[CH:20][CH:19]=4)[N:16]=[CH:17][C:12]3=[N:11][CH:10]=2)=[CH:5][CH:4]=1)#[N:2].[CH3:27][C:28]1([NH:34][C:35](=[O:41])[O:36][C:37]([CH3:40])([CH3:39])[CH3:38])[CH2:33][CH2:32][NH:31][CH2:30][CH2:29]1.